Dataset: Full USPTO retrosynthesis dataset with 1.9M reactions from patents (1976-2016). Task: Predict the reactants needed to synthesize the given product. Given the product [CH3:35][C:34]([NH:33][C:28]([C:23]1[CH:24]=[N:25][C:26]2[C:21]([CH:22]=1)=[CH:20][CH:19]=[C:18]([NH:17][C:15]([C:10]1[C:9]([C:6]3[CH:7]=[CH:8][C:3]([C:2]([F:1])([F:31])[F:32])=[CH:4][CH:5]=3)=[CH:14][CH:13]=[CH:12][CH:11]=1)=[O:16])[CH:27]=2)=[O:30])([C:37]1[CH:42]=[CH:41][CH:40]=[CH:39][CH:38]=1)[CH3:36], predict the reactants needed to synthesize it. The reactants are: [F:1][C:2]([F:32])([F:31])[C:3]1[CH:8]=[CH:7][C:6]([C:9]2[C:10]([C:15]([NH:17][C:18]3[CH:27]=[C:26]4[C:21]([CH:22]=[C:23]([C:28]([OH:30])=O)[CH:24]=[N:25]4)=[CH:20][CH:19]=3)=[O:16])=[CH:11][CH:12]=[CH:13][CH:14]=2)=[CH:5][CH:4]=1.[NH2:33][C:34]([C:37]1[CH:42]=[CH:41][CH:40]=[CH:39][CH:38]=1)([CH3:36])[CH3:35].Cl.CN(C)CCCN=C=NCC.ON1C2C=CC=CC=2N=N1.C(N(CC)CC)C.